From a dataset of Catalyst prediction with 721,799 reactions and 888 catalyst types from USPTO. Predict which catalyst facilitates the given reaction. (1) Reactant: [CH2:1]([O:3][C:4]([C:6]1[N:7]([CH2:14][CH:15]2[CH2:17][CH2:16]2)[CH:8]=[C:9]([N+:11]([O-])=O)[N:10]=1)=[O:5])[CH3:2].[H][H]. Product: [CH2:1]([O:3][C:4]([C:6]1[N:7]([CH2:14][CH:15]2[CH2:16][CH2:17]2)[CH:8]=[C:9]([NH2:11])[N:10]=1)=[O:5])[CH3:2]. The catalyst class is: 446. (2) Reactant: [OH:1][C:2]1[CH:3]=[C:4]([CH:7]=[CH:8][C:9]=1[O:10][CH3:11])[CH:5]=[O:6].C(=O)([O-])[O-].[K+].[K+].[CH2:18](Cl)[C:19]1[CH:24]=[CH:23][CH:22]=[CH:21][CH:20]=1. Product: [CH2:18]([O:1][C:2]1[CH:3]=[C:4]([CH:7]=[CH:8][C:9]=1[O:10][CH3:11])[CH:5]=[O:6])[C:19]1[CH:24]=[CH:23][CH:22]=[CH:21][CH:20]=1. The catalyst class is: 162. (3) Reactant: [N+:1]([C:4]1[CH:10]=[CH:9][C:7]([NH2:8])=[CH:6][CH:5]=1)([O-:3])=[O:2].N([O-])=O.[Na+].[N-:15]=[N+:16]=[N-].[Na+]. Product: [N:8]([C:7]1[CH:9]=[CH:10][C:4]([N+:1]([O-:3])=[O:2])=[CH:5][CH:6]=1)=[N+:15]=[N-:16]. The catalyst class is: 33. (4) Reactant: Cl[CH2:2][C:3]1[NH:12][C:11](=[O:13])[C:10]2[C:5](=[CH:6][C:7]([C:14]([O:16][CH3:17])=[O:15])=[CH:8][CH:9]=2)[N:4]=1.[CH2:18]([N:20](CC)[CH2:21][CH3:22])[CH3:19].C(NCC)C. Product: [CH2:18]([N:20]([CH2:2][C:3]1[NH:12][C:11](=[O:13])[C:10]2[C:5](=[CH:6][C:7]([C:14]([O:16][CH3:17])=[O:15])=[CH:8][CH:9]=2)[N:4]=1)[CH2:21][CH3:22])[CH3:19]. The catalyst class is: 3. (5) Reactant: C([O-])([O-])=O.[K+].[K+].[Cl:7][C:8]1[CH:13]=[CH:12][C:11]([O:14][CH3:15])=[CH:10][C:9]=1[OH:16].Cl[CH:18]([C:23]([O:25][CH3:26])=[O:24])[C:19]([O:21][CH3:22])=[O:20]. Product: [CH3:22][O:21][C:19](=[O:20])[CH:18]([O:16][C:9]1[CH:10]=[C:11]([O:14][CH3:15])[CH:12]=[CH:13][C:8]=1[Cl:7])[C:23]([O:25][CH3:26])=[O:24]. The catalyst class is: 21.